Task: Predict the product of the given reaction.. Dataset: Forward reaction prediction with 1.9M reactions from USPTO patents (1976-2016) The product is: [O:27]1[C:32]2=[CH:33][N:34]=[C:35]([CH2:37][NH:3][C@@H:4]3[CH2:9][CH2:8][N:7]([CH2:10][C@H:11]4[N:22]5[C:23]6[C:14](=[C:15]([F:25])[CH:16]=[N:17][C:18]=6[CH:19]=[CH:20][C:21]5=[O:24])[O:13][CH2:12]4)[CH2:6][C@@H:5]3[OH:26])[CH:36]=[C:31]2[CH2:30][CH2:29][CH2:28]1. Given the reactants Cl.Cl.[NH2:3][C@@H:4]1[CH2:9][CH2:8][N:7]([CH2:10][C@H:11]2[N:22]3[C:23]4[C:14](=[C:15]([F:25])[CH:16]=[N:17][C:18]=4[CH:19]=[CH:20][C:21]3=[O:24])[O:13][CH2:12]2)[CH2:6][C@@H:5]1[OH:26].[O:27]1[C:32]2=[CH:33][N:34]=[C:35]([CH:37]=O)[CH:36]=[C:31]2[CH2:30][CH2:29][CH2:28]1, predict the reaction product.